Task: Regression. Given two drug SMILES strings and cell line genomic features, predict the synergy score measuring deviation from expected non-interaction effect.. Dataset: Merck oncology drug combination screen with 23,052 pairs across 39 cell lines (1) Drug 1: NC(=O)c1cccc2cn(-c3ccc(C4CCCNC4)cc3)nc12. Drug 2: Cn1c(=O)n(-c2ccc(C(C)(C)C#N)cc2)c2c3cc(-c4cnc5ccccc5c4)ccc3ncc21. Cell line: PA1. Synergy scores: synergy=3.99. (2) Drug 1: COC1=C2CC(C)CC(OC)C(O)C(C)C=C(C)C(OC(N)=O)C(OC)C=CC=C(C)C(=O)NC(=CC1=O)C2=O. Drug 2: Cn1cc(-c2cnn3c(N)c(Br)c(C4CCCNC4)nc23)cn1. Cell line: DLD1. Synergy scores: synergy=16.7. (3) Drug 1: CN1C(=O)C=CC2(C)C3CCC4(C)C(NC(=O)OCC(F)(F)F)CCC4C3CCC12. Drug 2: Cc1nc(Nc2ncc(C(=O)Nc3c(C)cccc3Cl)s2)cc(N2CCN(CCO)CC2)n1. Cell line: NCIH520. Synergy scores: synergy=28.1. (4) Drug 1: O=S1(=O)NC2(CN1CC(F)(F)F)C1CCC2Cc2cc(C=CCN3CCC(C(F)(F)F)CC3)ccc2C1. Drug 2: COC1CC2CCC(C)C(O)(O2)C(=O)C(=O)N2CCCCC2C(=O)OC(C(C)CC2CCC(OP(C)(C)=O)C(OC)C2)CC(=O)C(C)C=C(C)C(O)C(OC)C(=O)C(C)CC(C)C=CC=CC=C1C. Cell line: LNCAP. Synergy scores: synergy=7.74. (5) Drug 1: CN(C)C(=N)N=C(N)N. Drug 2: COC1CC2CCC(C)C(O)(O2)C(=O)C(=O)N2CCCCC2C(=O)OC(C(C)CC2CCC(OP(C)(C)=O)C(OC)C2)CC(=O)C(C)C=C(C)C(O)C(OC)C(=O)C(C)CC(C)C=CC=CC=C1C. Cell line: UACC62. Synergy scores: synergy=0.454. (6) Drug 1: C#Cc1cccc(Nc2ncnc3cc(OCCOC)c(OCCOC)cc23)c1. Drug 2: CCc1cnn2c(NCc3ccc[n+]([O-])c3)cc(N3CCCCC3CCO)nc12. Cell line: NCIH460. Synergy scores: synergy=13.6. (7) Drug 1: COc1cccc2c1C(=O)c1c(O)c3c(c(O)c1C2=O)CC(O)(C(=O)CO)CC3OC1CC(N)C(O)C(C)O1. Drug 2: NC(=O)c1cccc2cn(-c3ccc(C4CCCNC4)cc3)nc12. Cell line: EFM192B. Synergy scores: synergy=-5.82. (8) Drug 1: CC(=O)OC1C(=O)C2(C)C(O)CC3OCC3(OC(C)=O)C2C(OC(=O)c2ccccc2)C2(O)CC(OC(=O)C(O)C(NC(=O)c3ccccc3)c3ccccc3)C(C)=C1C2(C)C. Drug 2: C#Cc1cccc(Nc2ncnc3cc(OCCOC)c(OCCOC)cc23)c1. Cell line: OVCAR3. Synergy scores: synergy=1.86.